Dataset: Reaction yield outcomes from USPTO patents with 853,638 reactions. Task: Predict the reaction yield, written as a fraction of the theoretical maximum amount of product (1.0 means a 100% yield; for example, 0.34 means a 34% yield). (1) The reactants are [NH2:1][C:2]1[C:3]([CH3:13])=[C:4]([CH:9]=[C:10]([Br:12])[CH:11]=1)[C:5]([O:7][CH3:8])=[O:6].[C:14]1(=O)[CH2:19][CH2:18][CH2:17][CH2:16][CH2:15]1.C(O)(=O)C.C([BH3-])#N.[Na+]. The catalyst is CO. The product is [Br:12][C:10]1[CH:11]=[C:2]([NH:1][CH:14]2[CH2:19][CH2:18][CH2:17][CH2:16][CH2:15]2)[C:3]([CH3:13])=[C:4]([CH:9]=1)[C:5]([O:7][CH3:8])=[O:6]. The yield is 0.410. (2) The reactants are CO[C:3](=O)[C:4]1[CH:9]=[C:8]([O:10][CH3:11])[CH:7]=[CH:6][C:5]=1[Br:12].[H-].[H-].[H-].[H-].[Li+].[Al+3].CS(Cl)(=O)=O.[C-:25]#[N:26].[Na+]. The catalyst is C(Cl)Cl.CN(C=O)C.C1COCC1. The product is [Br:12][C:5]1[CH:6]=[CH:7][C:8]([O:10][CH3:11])=[CH:9][C:4]=1[CH2:3][C:25]#[N:26]. The yield is 0.670. (3) The reactants are [Cl:1][C:2](Cl)=[CH:3][C:4](=[O:14])[CH2:5][C:6]([N:8]1[CH2:13][CH2:12][O:11][CH2:10][CH2:9]1)=[O:7].Cl(O)(=O)(=O)=O.[OH-].[Na+]. The catalyst is O1CCOCC1. The product is [Cl:1][C:2]1[O:7][C:6]([N:8]2[CH2:13][CH2:12][O:11][CH2:10][CH2:9]2)=[CH:5][C:4](=[O:14])[CH:3]=1. The yield is 0.750. (4) The reactants are [CH3:1][O:2][C:3]([C:5]1[C:10](Cl)=[C:9]([NH:12][C:13](=[O:15])[CH3:14])[CH:8]=[C:7]([C:16]2[CH:21]=[CH:20][C:19]([Cl:22])=[C:18]([O:23][CH3:24])[C:17]=2[F:25])[N:6]=1)=[O:4].[CH3:26][Si:27]([CH3:44])([CH3:43])[C:28]#[C:29][Sn](CCCC)(CCCC)CCCC. The catalyst is ClCCCl.Cl[Pd](Cl)([P](C1C=CC=CC=1)(C1C=CC=CC=1)C1C=CC=CC=1)[P](C1C=CC=CC=1)(C1C=CC=CC=1)C1C=CC=CC=1. The product is [CH3:1][O:2][C:3]([C:5]1[C:10]([C:29]#[C:28][Si:27]([CH3:44])([CH3:43])[CH3:26])=[C:9]([NH:12][C:13](=[O:15])[CH3:14])[CH:8]=[C:7]([C:16]2[CH:21]=[CH:20][C:19]([Cl:22])=[C:18]([O:23][CH3:24])[C:17]=2[F:25])[N:6]=1)=[O:4]. The yield is 0.211. (5) The reactants are [Cl-].[Al+3].[Cl-].[Cl-].[Cl:5][CH2:6][C:7](Cl)=[O:8].[C:10]1([CH2:16][CH2:17][NH:18][C:19](=[O:21])[CH3:20])[CH:15]=[CH:14][CH:13]=[CH:12][CH:11]=1. The catalyst is ClCCCl. The product is [Cl:5][CH2:6][C:7]([C:13]1[CH:14]=[CH:15][C:10]([CH2:16][CH2:17][NH:18][C:19](=[O:21])[CH3:20])=[CH:11][CH:12]=1)=[O:8]. The yield is 0.804.